This data is from Peptide-MHC class II binding affinity with 134,281 pairs from IEDB. The task is: Regression. Given a peptide amino acid sequence and an MHC pseudo amino acid sequence, predict their binding affinity value. This is MHC class II binding data. (1) The peptide sequence is SGKLFMHVTLGSDVE. The MHC is DRB5_0101 with pseudo-sequence DRB5_0101. The binding affinity (normalized) is 0.251. (2) The peptide sequence is NPDILRVYANLGERV. The MHC is DRB1_0701 with pseudo-sequence DRB1_0701. The binding affinity (normalized) is 0.336. (3) The peptide sequence is HTVMPLSAPTLVPQE. The binding affinity (normalized) is 0.283. The MHC is DRB1_1101 with pseudo-sequence DRB1_1101. (4) The peptide sequence is NNGGDAMYMALIAAF. The MHC is DRB1_0802 with pseudo-sequence DRB1_0802. The binding affinity (normalized) is 0.225.